From a dataset of Reaction yield outcomes from USPTO patents with 853,638 reactions. Predict the reaction yield, written as a fraction of the theoretical maximum amount of product (1.0 means a 100% yield; for example, 0.34 means a 34% yield). The reactants are C1C=C(Cl)C=C(C(OO)=[O:9])C=1.[Cl:12][C:13]1[CH:14]=[CH:15][C:16]2[N:17]([CH3:45])[C:18](=[O:44])[C:19]3[CH:30]=[C:29]([CH2:31][CH2:32][O:33][C:34]4[C:43]5[C:38](=[CH:39][CH:40]=[CH:41][CH:42]=5)[N:37]=[CH:36][CH:35]=4)[CH:28]=[N:27][C:20]=3[N:21]([CH:24]3[CH2:26][CH2:25]3)[C:22]=2[N:23]=1. The catalyst is C(Cl)Cl.C1COCC1. The product is [Cl:12][C:13]1[CH:14]=[CH:15][C:16]2[N:17]([CH3:45])[C:18](=[O:44])[C:19]3[CH:30]=[C:29]([CH2:31][CH2:32][O:33][C:34]4[C:43]5[C:38](=[CH:39][CH:40]=[CH:41][CH:42]=5)[N+:37]([O-:9])=[CH:36][CH:35]=4)[CH:28]=[N:27][C:20]=3[N:21]([CH:24]3[CH2:26][CH2:25]3)[C:22]=2[N:23]=1. The yield is 0.190.